This data is from Reaction yield outcomes from USPTO patents with 853,638 reactions. The task is: Predict the reaction yield, written as a fraction of the theoretical maximum amount of product (1.0 means a 100% yield; for example, 0.34 means a 34% yield). (1) The reactants are [NH2:1][C:2]1[N:7]=[N:6][C:5]([CH2:8][CH2:9][CH2:10][CH2:11][N:12]2[CH:16]=[C:15]([C:17]([O:19]C)=[O:18])[N:14]=[N:13]2)=[CH:4][C:3]=1Br.[C:22]1(=O)[CH2:26][CH2:25][CH2:24][CH2:23]1.C1N2CCN(CC2)C1.[Li+].[OH-]. The catalyst is CN(C=O)C.O.C1COCC1. The product is [N:7]1[C:2]2[NH:1][C:22]3[CH2:26][CH2:25][CH2:24][C:23]=3[C:3]=2[CH:4]=[C:5]([CH2:8][CH2:9][CH2:10][CH2:11][N:12]2[CH:16]=[C:15]([C:17]([OH:19])=[O:18])[N:14]=[N:13]2)[N:6]=1. The yield is 0.163. (2) The reactants are Br[C:2]1[C:10]2[C:5](=[CH:6][CH:7]=[C:8]([C:11]#[N:12])[CH:9]=2)[N:4]([CH:13]2[CH2:18][CH2:17][CH2:16][CH2:15][O:14]2)[N:3]=1.[CH3:19][O:20][C:21]1[CH:26]=[CH:25][C:24](B(O)O)=[CH:23][CH:22]=1.[O-]P([O-])([O-])=O.[K+].[K+].[K+]. The product is [CH3:19][O:20][C:21]1[CH:26]=[CH:25][C:24]([C:2]2[C:10]3[C:5](=[CH:6][CH:7]=[C:8]([C:11]#[N:12])[CH:9]=3)[N:4]([CH:13]3[CH2:18][CH2:17][CH2:16][CH2:15][O:14]3)[N:3]=2)=[CH:23][CH:22]=1. The catalyst is COCCOC.CCOC(C)=O. The yield is 0.730. (3) The reactants are C(OC(=O)[N:7]([C:17]1[CH:22]=[CH:21][C:20]([C:23]([C:25]2[C:33]3[C:28](=[N:29][CH:30]=[C:31]([Cl:34])[CH:32]=3)[NH:27][CH:26]=2)=[O:24])=[CH:19][N:18]=1)[CH2:8][C:9]1[CH:10]=[N:11][C:12]([O:15][CH3:16])=[CH:13][CH:14]=1)(C)(C)C.FC(F)(F)C(O)=O.C(=O)([O-])[O-].[K+].[K+]. The catalyst is ClCCl. The product is [Cl:34][C:31]1[CH:32]=[C:33]2[C:25]([C:23]([C:20]3[CH:19]=[N:18][C:17]([NH:7][CH2:8][C:9]4[CH:10]=[N:11][C:12]([O:15][CH3:16])=[CH:13][CH:14]=4)=[CH:22][CH:21]=3)=[O:24])=[CH:26][NH:27][C:28]2=[N:29][CH:30]=1. The yield is 0.340.